Predict the reaction yield, written as a fraction of the theoretical maximum amount of product (1.0 means a 100% yield; for example, 0.34 means a 34% yield). From a dataset of Reaction yield outcomes from USPTO patents with 853,638 reactions. (1) The reactants are [NH2:1][C:2]1[C:7]([C:8]2[CH:13]=[C:12]([F:14])[CH:11]=[C:10]([F:15])[CH:9]=2)=[C:6]([C:16](=[O:18])[CH3:17])[CH:5]=[C:4]([Cl:19])[C:3]=1[CH3:20].N1C=CC=CC=1.Cl[CH2:28][CH2:29][CH2:30][C:31](Cl)=[O:32].CC(C)([O-])C.[K+]. The catalyst is C(Cl)Cl.O1CCCC1. The product is [C:16]([C:6]1[C:7]([C:8]2[CH:9]=[C:10]([F:15])[CH:11]=[C:12]([F:14])[CH:13]=2)=[C:2]([N:1]2[CH2:28][CH2:29][CH2:30][C:31]2=[O:32])[C:3]([CH3:20])=[C:4]([Cl:19])[CH:5]=1)(=[O:18])[CH3:17]. The yield is 0.120. (2) The reactants are [F:1][C:2]1[CH:11]=[C:10]2[C:5]([CH:6]=[CH:7][N:8]=[C:9]2O)=[C:4]([O:13][CH3:14])[CH:3]=1.O=P(Cl)(Cl)[Cl:17]. No catalyst specified. The product is [Cl:17][C:9]1[C:10]2[C:5](=[C:4]([O:13][CH3:14])[CH:3]=[C:2]([F:1])[CH:11]=2)[CH:6]=[CH:7][N:8]=1. The yield is 0.950. (3) The reactants are [N-]=[N+]=[N-].[Na+].BrC1C=CC(F)=C([C@]2(C)[C@H]3[C@](C(F)F)(C3)SC(N)=N2)C=1.[NH4+].[Cl-].[OH-].[NH4+].[N:29]([C:32]1[CH:33]=[CH:34][C:35]([F:50])=[C:36]([C@:38]2([CH3:49])[C@H:44]3[C@:42]([CH:45]([F:47])[F:46])([CH2:43]3)[S:41][C:40]([NH2:48])=[N:39]2)[CH:37]=1)=[N+]=[N-].CP(C)C. The catalyst is C1COCC1.O.CCOC(C)=O.[Cu]I.O=C1O[C@H]([C@H](CO)O)C([O-])=C1O.[Na+].CCO. The product is [NH2:29][C:32]1[CH:33]=[CH:34][C:35]([F:50])=[C:36]([C@:38]2([CH3:49])[C@H:44]3[C@:42]([CH:45]([F:46])[F:47])([CH2:43]3)[S:41][C:40]([NH2:48])=[N:39]2)[CH:37]=1. The yield is 0.580.